From a dataset of Catalyst prediction with 721,799 reactions and 888 catalyst types from USPTO. Predict which catalyst facilitates the given reaction. (1) Reactant: Cl.[Cl:2][C:3]1[N:11]=[C:10]2[C:6]([N:7]=[C:8]([C:13]3([OH:19])[CH2:18][CH2:17][CH2:16][NH:15][CH2:14]3)[N:9]2[CH3:12])=[C:5]([N:20]2[CH2:25][CH2:24][O:23][CH2:22][CH2:21]2)[N:4]=1.[CH:26](I)([CH3:28])[CH3:27].C(=O)([O-])[O-].[Cs+].[Cs+].CCN(C(C)C)C(C)C. The catalyst class is: 39. Product: [Cl:2][C:3]1[N:11]=[C:10]2[C:6]([N:7]=[C:8]([C:13]3([OH:19])[CH2:18][CH2:17][CH2:16][N:15]([CH:26]([CH3:28])[CH3:27])[CH2:14]3)[N:9]2[CH3:12])=[C:5]([N:20]2[CH2:21][CH2:22][O:23][CH2:24][CH2:25]2)[N:4]=1. (2) Reactant: [CH3:1][N:2]([CH3:15])[C:3]1[CH:12]=[C:11]([OH:13])[C:6]([C:7]([O:9][CH3:10])=[O:8])=[C:5]([CH3:14])[N:4]=1.[C:16](=O)([O-])[O-].[Na+].[Na+].CI.O. Product: [CH3:15][N:2]([CH3:1])[C:3]1[CH:12]=[C:11]([O:13][CH3:16])[C:6]([C:7]([O:9][CH3:10])=[O:8])=[C:5]([CH3:14])[N:4]=1. The catalyst class is: 3. (3) Reactant: [Cl:1][C:2]1[C:3]([F:37])=[C:4]([C:8]2[O:9][C:10]([C@@H:27]3[CH2:32][CH2:31][CH2:30][CH2:29][C@H:28]3[C:33]([O:35]C)=[O:34])=[C:11]([C:13]3[CH:18]=[CH:17][C:16]([N:19]4[CH2:24][CH2:23][S:22](=[O:26])(=[O:25])[CH2:21][CH2:20]4)=[CH:15][CH:14]=3)[N:12]=2)[CH:5]=[CH:6][CH:7]=1.[OH-].[Na+].CO. Product: [Cl:1][C:2]1[C:3]([F:37])=[C:4]([C:8]2[O:9][C:10]([C@@H:27]3[CH2:32][CH2:31][CH2:30][CH2:29][C@H:28]3[C:33]([OH:35])=[O:34])=[C:11]([C:13]3[CH:14]=[CH:15][C:16]([N:19]4[CH2:24][CH2:23][S:22](=[O:25])(=[O:26])[CH2:21][CH2:20]4)=[CH:17][CH:18]=3)[N:12]=2)[CH:5]=[CH:6][CH:7]=1. The catalyst class is: 7. (4) Reactant: [H-].[Na+].[Cl:3][C:4]1[C:12]2[C:7](=[CH:8][CH:9]=[C:10]3[O:17][CH2:16][CH2:15][N:14]=[C:13]([CH3:18])[C:11]3=2)[NH:6][CH:5]=1.[C:19]1([S:25](Cl)(=[O:27])=[O:26])[CH:24]=[CH:23][CH:22]=[CH:21][CH:20]=1.O. Product: [Cl:3][C:4]1[C:12]2[C:7](=[CH:8][CH:9]=[C:10]3[O:17][CH2:16][CH2:15][N:14]=[C:13]([CH3:18])[C:11]3=2)[N:6]([S:25]([C:19]2[CH:24]=[CH:23][CH:22]=[CH:21][CH:20]=2)(=[O:27])=[O:26])[CH:5]=1. The catalyst class is: 3. (5) Product: [O:1]1[C:5]2[CH:6]=[CH:7][CH:8]=[CH:9][C:4]=2[N:3]=[C:2]1[N:10]1[C:19]2[C:14](=[CH:15][CH:16]=[C:17]([C:38]3[CH:37]=[N:36][N:35]([CH:54]4[CH2:49][CH2:48]4)[CH:39]=3)[CH:18]=2)[N:13]([C:21]([CH:23]2[CH2:25][CH2:24]2)=[O:22])[C@@H:12]([CH3:26])[CH2:11]1. Reactant: [O:1]1[C:5]2[CH:6]=[CH:7][CH:8]=[CH:9][C:4]=2[N:3]=[C:2]1[N:10]1[C:19]2[C:14](=[CH:15][CH:16]=[C:17](Br)[CH:18]=2)[N:13]([C:21]([CH:23]2[CH2:25][CH2:24]2)=[O:22])[C@@H:12]([CH3:26])[CH2:11]1.CC1(C)C(C)(C)OB([N:35]2[CH:39]=[CH:38][CH:37]=[N:36]2)O1.C1(P(C2CCCCC2)[C:48]2C=CC=C[C:49]=2[C:54]2C(C(C)C)=CC(C(C)C)=CC=2C(C)C)CCCCC1.C(=O)([O-])[O-].[Cs+].[Cs+]. The catalyst class is: 333. (6) Reactant: [NH2:1]N.C[N:4](C)/[CH:5]=[CH:6]/[C:7]([C:9]1[CH:14]=[CH:13][C:12]([O:15][CH2:16][C:17]2[CH:26]=[CH:25][C:24]3[C:19](=[CH:20][CH:21]=[C:22]([F:27])[CH:23]=3)[N:18]=2)=[CH:11][C:10]=1[CH:28]([C:33]1[CH:38]=[CH:37][CH:36]=[CH:35][CH:34]=1)[C:29]([CH3:32])([CH3:31])[CH3:30])=O. Product: [CH3:30][C:29]([CH3:31])([CH3:32])[CH:28]([C:10]1[CH:11]=[C:12]([CH:13]=[CH:14][C:9]=1[C:7]1[CH:6]=[CH:5][NH:4][N:1]=1)[O:15][CH2:16][C:17]1[CH:26]=[CH:25][C:24]2[C:19](=[CH:20][CH:21]=[C:22]([F:27])[CH:23]=2)[N:18]=1)[C:33]1[CH:38]=[CH:37][CH:36]=[CH:35][CH:34]=1. The catalyst class is: 14. (7) Reactant: C([O:5][C:6](=O)[NH:7][C:8]1[CH:16]=[C:15]2[C:11]([C:12]([S:24][C:25]3[CH:30]=[CH:29][CH:28]=[CH:27][C:26]=3[N+:31]([O-:33])=[O:32])=[CH:13][N:14]2[CH2:17][C:18]2[CH:19]=[N:20][CH:21]=[N:22][CH:23]=2)=[CH:10][CH:9]=1)(C)(C)C. The catalyst class is: 106. Product: [N+:31]([C:26]1[CH:27]=[CH:28][CH:29]=[CH:30][C:25]=1[S:24][C:12]1[C:11]2[C:15](=[CH:16][C:8]([NH:7][CH:6]=[O:5])=[CH:9][CH:10]=2)[N:14]([CH2:17][C:18]2[CH:23]=[N:22][CH:21]=[N:20][CH:19]=2)[CH:13]=1)([O-:33])=[O:32].